From a dataset of Reaction yield outcomes from USPTO patents with 853,638 reactions. Predict the reaction yield, written as a fraction of the theoretical maximum amount of product (1.0 means a 100% yield; for example, 0.34 means a 34% yield). (1) The reactants are Br[C:2]1[CH:3]=[C:4]([C:8]2([C:19]3[CH:24]=[C:23]([O:25][CH3:26])[C:22]([F:27])=[C:21]([F:28])[CH:20]=3)[C:16]3[C:11](=[C:12]([F:17])[CH:13]=[CH:14][CH:15]=3)[C:10]([NH2:18])=[N:9]2)[CH:5]=[CH:6][CH:7]=1.[N:29]1[CH:34]=[C:33](B(O)O)[CH:32]=[N:31][CH:30]=1. No catalyst specified. The product is [F:28][C:21]1[CH:20]=[C:19]([C:8]2([C:4]3[CH:5]=[CH:6][CH:7]=[C:2]([C:33]4[CH:34]=[N:29][CH:30]=[N:31][CH:32]=4)[CH:3]=3)[C:16]3[C:11](=[C:12]([F:17])[CH:13]=[CH:14][CH:15]=3)[C:10]([NH2:18])=[N:9]2)[CH:24]=[C:23]([O:25][CH3:26])[C:22]=1[F:27]. The yield is 0.140. (2) The reactants are [CH:1]1([CH2:4][O:5][C:6]2[CH:14]=[CH:13][C:9]([C:10](O)=[O:11])=[C:8]([F:15])[CH:7]=2)[CH2:3][CH2:2]1.B.C1COCC1.O. The catalyst is C1COCC1. The product is [CH:1]1([CH2:4][O:5][C:6]2[CH:14]=[CH:13][C:9]([CH2:10][OH:11])=[C:8]([F:15])[CH:7]=2)[CH2:2][CH2:3]1. The yield is 0.870. (3) The yield is 0.990. The product is [CH3:12][O:13][C:14]1[C:33]([O:34][CH3:35])=[C:32]([O:36][CH3:37])[CH:31]=[C:30]([CH3:38])[C:15]=1[C:16]([C:18]1[C:23]([C:24]([F:27])([F:25])[F:26])=[CH:22][N+:21]([O-:9])=[CH:20][C:19]=1[O:28][CH3:29])=[O:17]. The reactants are ClC1C=CC=C(C(OO)=[O:9])C=1.[CH3:12][O:13][C:14]1[C:33]([O:34][CH3:35])=[C:32]([O:36][CH3:37])[CH:31]=[C:30]([CH3:38])[C:15]=1[C:16]([C:18]1[C:23]([C:24]([F:27])([F:26])[F:25])=[CH:22][N:21]=[CH:20][C:19]=1[O:28][CH3:29])=[O:17]. The catalyst is C(Cl)(Cl)Cl. (4) The reactants are [CH2:1]([N:3]([CH2:14][C:15]1[NH:19][C:18]2[CH:20]=[CH:21][CH:22]=[C:23]([C:24]([OH:26])=O)[C:17]=2[N:16]=1)[CH:4]1[C:13]2[N:12]=[CH:11][CH:10]=[CH:9][C:8]=2[CH2:7][CH2:6][CH2:5]1)[CH3:2].O=C1N(P(Cl)(N2CCOC2=O)=O)CCO1.C(OC(=O)[NH:48][CH2:49][CH2:50][CH2:51][CH2:52][NH2:53])(C)(C)C.C(N(CC)C(C)C)(C)C. The catalyst is C(#N)C. The product is [NH2:48][CH2:49][CH2:50][CH2:51][CH2:52][NH:53][C:24]([C:23]1[C:17]2[N:16]=[C:15]([CH2:14][N:3]([CH2:1][CH3:2])[CH:4]3[C:13]4[N:12]=[CH:11][CH:10]=[CH:9][C:8]=4[CH2:7][CH2:6][CH2:5]3)[NH:19][C:18]=2[CH:20]=[CH:21][CH:22]=1)=[O:26]. The yield is 0.0600. (5) The reactants are [Cl:1][C:2]1[N:7]=[CH:6][C:5]([S:8](Cl)(=[O:10])=[O:9])=[CH:4][CH:3]=1.[OH-].[NH4+:13]. The yield is 0.690. The product is [Cl:1][C:2]1[N:7]=[CH:6][C:5]([S:8]([NH2:13])(=[O:10])=[O:9])=[CH:4][CH:3]=1. The catalyst is CCOC(C)=O. (6) The reactants are [Cl:1][CH:2]([O:6][C:7]([NH:9][CH2:10][C:11]1([CH2:17][C:18]([OH:20])=[O:19])[CH2:16][CH2:15][CH2:14][CH2:13][CH2:12]1)=[O:8])[CH:3]([CH3:5])[CH3:4].[CH:21]1C=CC=CC=1.C[Si](C=[N+]=[N-])(C)C. The catalyst is CO. The product is [Cl:1][CH:2]([O:6][C:7]([NH:9][CH2:10][C:11]1([CH2:17][C:18]([O:20][CH3:21])=[O:19])[CH2:12][CH2:13][CH2:14][CH2:15][CH2:16]1)=[O:8])[CH:3]([CH3:4])[CH3:5]. The yield is 0.720. (7) The reactants are [CH3:1][C:2]1[C:7]([CH3:8])=[CH:6][C:5]([CH3:9])=[C:4]([CH2:10][C:11]([CH3:13])=[CH2:12])[C:3]=1[OH:14].O.C1(C)C=CC(S(O)(=O)=O)=CC=1.[OH-].[Na+]. The catalyst is C1(C)C=CC=CC=1. The product is [CH3:12][C:11]1([CH3:13])[CH2:10][C:4]2[C:5]([CH3:9])=[CH:6][C:7]([CH3:8])=[C:2]([CH3:1])[C:3]=2[O:14]1. The yield is 0.850.